This data is from Full USPTO retrosynthesis dataset with 1.9M reactions from patents (1976-2016). The task is: Predict the reactants needed to synthesize the given product. (1) Given the product [CH2:36]([O:35][P:31]([CH2:30][CH:29]([NH:2][CH2:3][C:4]1[C:13](=[O:14])[C:12]2[C:7](=[CH:8][C:9]([NH:16][CH:17]3[CH2:18][CH2:19][CH2:20][CH2:21][CH2:22]3)=[C:10]([F:15])[CH:11]=2)[N:6]([CH:23]([CH2:26][CH3:27])[CH2:24][CH3:25])[CH:5]=1)[CH3:39])(=[O:38])[O:32][CH2:33][CH3:34])[CH3:37], predict the reactants needed to synthesize it. The reactants are: Cl.[NH2:2][CH2:3][C:4]1[C:13](=[O:14])[C:12]2[C:7](=[CH:8][C:9]([NH:16][CH:17]3[CH2:22][CH2:21][CH2:20][CH2:19][CH2:18]3)=[C:10]([F:15])[CH:11]=2)[N:6]([CH:23]([CH2:26][CH3:27])[CH2:24][CH3:25])[CH:5]=1.O=[C:29]([CH3:39])[CH2:30][P:31](=[O:38])([O:35][CH2:36][CH3:37])[O:32][CH2:33][CH3:34].C(O[BH-](OC(=O)C)OC(=O)C)(=O)C.[Na+].C(N(CC)CC)C. (2) Given the product [CH3:7][C:4]1([CH3:8])[CH:5]([OH:6])[C:2]([CH3:10])([CH3:1])[CH:3]1[OH:9], predict the reactants needed to synthesize it. The reactants are: [CH3:1][C:2]1([CH3:10])[C:5](=[O:6])[C:4]([CH3:8])([CH3:7])[C:3]1=[O:9].C(O)(=O)C(C)C. (3) Given the product [CH:1]([O:4][C:5]1[C:14]2[C:9](=[CH:10][CH:11]=[C:12]([C:15]3[CH:19]=[CH:18][C:23]([C:24]([NH:25][CH3:26])=[O:31])=[CH:22][CH:16]=3)[CH:13]=2)[N:8]=[CH:7][N:6]=1)([CH3:3])[CH3:2], predict the reactants needed to synthesize it. The reactants are: [CH:1]([O:4][C:5]1[C:14]2[C:9](=[CH:10][CH:11]=[C:12]([C:15]3[CH:19]=[CH:18]S[CH:16]=3)[CH:13]=2)[N:8]=[CH:7][N:6]=1)([CH3:3])[CH3:2].BrC1[CH:22]=[C:23]2C(=CC=1)N=[CH:26][N:25]=[C:24]2[O:31]C(C)C.CNC(C1C=CC(B(O)O)=CC=1)=O. (4) Given the product [NH2:19][C:18]1[CH:17]=[C:16]([C:14]#[C:15][C:2]2[CH:7]=[CH:6][C:5]([CH2:8][CH2:9][C:10]([O:12][CH3:13])=[O:11])=[CH:4][CH:3]=2)[CH:22]=[CH:21][CH:20]=1, predict the reactants needed to synthesize it. The reactants are: I[C:2]1[CH:7]=[CH:6][C:5]([CH2:8][CH2:9][C:10]([O:12][CH3:13])=[O:11])=[CH:4][CH:3]=1.[C:14]([C:16]1[CH:17]=[C:18]([CH:20]=[CH:21][CH:22]=1)[NH2:19])#[CH:15]. (5) Given the product [CH:1]1[C:10]2[N:9]3[CH2:11][CH2:12][CH2:13][CH2:14][CH2:15][CH:8]3[CH2:7][N:6]([CH2:16][CH2:17][NH2:19])[C:5]=2[CH:4]=[CH:3][CH:2]=1, predict the reactants needed to synthesize it. The reactants are: [CH:1]1[C:10]2[N:9]3[CH2:11][CH2:12][CH2:13][CH2:14][CH2:15][CH:8]3[CH2:7][N:6]([CH2:16][C:17]([NH2:19])=O)[C:5]=2[CH:4]=[CH:3][CH:2]=1.CO.Cl. (6) Given the product [CH2:1]([O:3][C:4]([C@@H:6]1[CH2:11][CH2:10][C@@H:9]([NH:23][C:42]([O:43][CH2:44][C:45]2[CH:50]=[CH:49][CH:48]=[CH:47][CH:46]=2)=[O:51])[C@@H:8]([NH:13][C:14]([O:16][C:17]([CH3:20])([CH3:19])[CH3:18])=[O:15])[CH2:7]1)=[O:5])[CH3:2], predict the reactants needed to synthesize it. The reactants are: [CH2:1]([O:3][C:4]([C@@H:6]1[CH2:11][CH2:10][C@H:9](O)[C@@H:8]([NH:13][C:14]([O:16][C:17]([CH3:20])([CH3:19])[CH3:18])=[O:15])[CH2:7]1)=[O:5])[CH3:2].Cl.C[N:23](C)C.CS(Cl)(=O)=O.C(N(CC)CC)C.[N-]=[N+]=[N-].[Na+].[C:42](Cl)(=[O:51])[O:43][CH2:44][C:45]1[CH:50]=[CH:49][CH:48]=[CH:47][CH:46]=1. (7) Given the product [CH3:73][O:72][C:65]1[C:64]([CH2:4][CH:13]([OH:14])[CH2:12][OH:75])=[C:63]2[C:68](=[CH:67][CH:66]=1)[N:69]=[CH:70][CH:71]=[CH:62]2, predict the reactants needed to synthesize it. The reactants are: C([C:4]1[C:13]([O:14]C)=[CH:12]C=C2C=1C=CC=N2)C=C.CC[C@H]1[C@H]2C[C@H]([C@H](OC3C4C(=CC=CC=4)C(O[C@H]([C:62]4[CH:71]=[CH:70][N:69]=[C:68]5[C:63]=4[CH:64]=[C:65]([O:72][CH3:73])[CH:66]=[CH:67]5)[C@@H]4N5C[C@H](CC)[C@@H](CC5)C4)=NN=3)[C:62]3[CH:71]=[CH:70][N:69]=[C:68]4[C:63]=3[CH:64]=[C:65]([O:72][CH3:73])[CH:66]=[CH:67]4)N(CC2)C1.S([O-])([O-])=[O:75].[Na+].[Na+].[Cl-].[Na+]. (8) Given the product [N:21]1([CH2:20][CH2:19][O:15][C:12]2[CH:11]=[CH:10][C:9]([B:4]([OH:3])[OH:5])=[CH:14][CH:13]=2)[CH2:26][CH2:25][CH2:24][CH2:23][CH2:22]1, predict the reactants needed to synthesize it. The reactants are: CC1(C)C(C)(C)[O:5][B:4]([C:9]2[CH:14]=[CH:13][C:12]([OH:15])=[CH:11][CH:10]=2)[O:3]1.Cl.Cl[CH2:19][CH2:20][N:21]1[CH2:26][CH2:25][CH2:24][CH2:23][CH2:22]1.C(=O)([O-])[O-].[K+].[K+].C1OCCOCCOCCOCCOCCOC1. (9) Given the product [CH:1]([N:4]1[C:8]2[CH:9]=[CH:10][CH:11]=[CH:12][C:7]=2[N:6]([CH2:13][C:14]2[N:18]([CH2:19][CH2:20][CH:21]([CH3:22])[CH3:23])[C:17]3[CH:24]=[CH:25][C:26]([C:28]([OH:33])=[O:31])=[CH:27][C:16]=3[N:15]=2)[C:5]1=[O:30])([CH3:3])[CH3:2], predict the reactants needed to synthesize it. The reactants are: [CH:1]([N:4]1[C:8]2[CH:9]=[CH:10][CH:11]=[CH:12][C:7]=2[N:6]([CH2:13][C:14]2[N:18]([CH2:19][CH2:20][CH:21]([CH3:23])[CH3:22])[C:17]3[CH:24]=[CH:25][C:26]([C:28]#N)=[CH:27][C:16]=3[N:15]=2)[C:5]1=[O:30])([CH3:3])[CH3:2].[OH-:31].[NH4+].[OH-:33].[Na+].